Predict which catalyst facilitates the given reaction. From a dataset of Catalyst prediction with 721,799 reactions and 888 catalyst types from USPTO. (1) Reactant: [Cl:1][C:2]1[CH:7]=[CH:6][C:5]([NH:8][C:9]2[O:10][C:11]3[CH:17]=[CH:16][C:15]([OH:18])=[CH:14][C:12]=3[N:13]=2)=[CH:4][CH:3]=1.Cl[C:20]1[CH:25]=[CH:24][N:23]=[C:22]2[CH:26]=[C:27]([C:29]3[N:34]=[CH:33][C:32]([CH2:35][N:36]4[CH2:40][CH2:39][CH2:38][C:37]4=[O:41])=[CH:31][CH:30]=3)[S:28][C:21]=12.CC([O-])(C)C.[K+]. Product: [Cl:1][C:2]1[CH:3]=[CH:4][C:5]([NH:8][C:9]2[O:10][C:11]3[CH:17]=[CH:16][C:15]([O:18][C:20]4[CH:25]=[CH:24][N:23]=[C:22]5[CH:26]=[C:27]([C:29]6[N:34]=[CH:33][C:32]([CH2:35][N:36]7[CH2:40][CH2:39][CH2:38][C:37]7=[O:41])=[CH:31][CH:30]=6)[S:28][C:21]=45)=[CH:14][C:12]=3[N:13]=2)=[CH:6][CH:7]=1. The catalyst class is: 16. (2) Reactant: [CH3:1][O:2][C:3]1[CH:4]=[C:5]2[C:10](=[CH:11][C:12]=1[O:13][CH3:14])[N:9]=[CH:8][CH:7]=[C:6]2[O:15][C:16]1[CH:22]=[CH:21][C:19]([NH2:20])=[C:18]([CH3:23])[C:17]=1[CH3:24].C1(C)C=CC=CC=1.C(N(CC)CC)C.Cl[C:40](Cl)([O:42]C(=O)OC(Cl)(Cl)Cl)Cl.[Br:51][C:52]1[CH:60]=[CH:59][CH:58]=[CH:57][C:53]=1[CH:54]([OH:56])[CH3:55]. Product: [CH3:1][O:2][C:3]1[CH:4]=[C:5]2[C:10](=[CH:11][C:12]=1[O:13][CH3:14])[N:9]=[CH:8][CH:7]=[C:6]2[O:15][C:16]1[CH:22]=[CH:21][C:19]([NH:20][C:40](=[O:42])[O:56][CH:54]([C:53]2[CH:57]=[CH:58][CH:59]=[CH:60][C:52]=2[Br:51])[CH3:55])=[C:18]([CH3:23])[C:17]=1[CH3:24]. The catalyst class is: 2. (3) Reactant: [Br:1][C:2]1[S:3][C:4]2[C:10]([C:12]3[CH:17]=[CH:16][C:15]([Cl:18])=[CH:14][CH:13]=3)(O)/[C:9](=[CH:19]/[C:20]([O:22][CH2:23][CH3:24])=[O:21])/[CH:8]([CH3:25])[CH2:7][C:5]=2[N:6]=1. Product: [Br:1][C:2]1[S:3][C:4]2[C:10]([C:12]3[CH:13]=[CH:14][C:15]([Cl:18])=[CH:16][CH:17]=3)=[C:9]([CH2:19][C:20]([O:22][CH2:23][CH3:24])=[O:21])[C:8]([CH3:25])=[CH:7][C:5]=2[N:6]=1. The catalyst class is: 1. (4) Reactant: C([O-])([O-])=O.[Na+].[Na+].Br[C:8]1[CH:9]=[C:10]2[C:14](=[CH:15][CH:16]=1)[NH:13][CH:12]=[CH:11]2.[F:17][C:18]([F:30])([F:29])[O:19][C:20]1[CH:25]=[CH:24][C:23](B(O)O)=[CH:22][CH:21]=1.O. Product: [F:17][C:18]([F:29])([F:30])[O:19][C:20]1[CH:25]=[CH:24][C:23]([C:8]2[CH:9]=[C:10]3[C:14](=[CH:15][CH:16]=2)[NH:13][CH:12]=[CH:11]3)=[CH:22][CH:21]=1. The catalyst class is: 13.